This data is from Peptide-MHC class II binding affinity with 134,281 pairs from IEDB. The task is: Regression. Given a peptide amino acid sequence and an MHC pseudo amino acid sequence, predict their binding affinity value. This is MHC class II binding data. (1) The peptide sequence is ESYKFIPALEAAVKQAYAAT. The MHC is HLA-DPA10201-DPB10101 with pseudo-sequence HLA-DPA10201-DPB10101. The binding affinity (normalized) is 0.339. (2) The MHC is DRB1_0101 with pseudo-sequence DRB1_0101. The peptide sequence is GELQIVDKSDAAFKI. The binding affinity (normalized) is 0.518. (3) The MHC is DRB1_0405 with pseudo-sequence DRB1_0405. The binding affinity (normalized) is 0.128. The peptide sequence is IRGTSATAAAIQLKC. (4) The peptide sequence is LDAKSTWYGKPTGAG. The MHC is HLA-DPA10103-DPB10401 with pseudo-sequence HLA-DPA10103-DPB10401. The binding affinity (normalized) is 0. (5) The peptide sequence is AFALVLLFCALASSC. The MHC is DRB3_0202 with pseudo-sequence DRB3_0202. The binding affinity (normalized) is 0.117. (6) The peptide sequence is EKKYFAATQFEPQAA. The MHC is HLA-DQA10501-DQB10301 with pseudo-sequence HLA-DQA10501-DQB10301. The binding affinity (normalized) is 0.132. (7) The peptide sequence is PQPQLPYPQPELPY. The MHC is DRB1_0401 with pseudo-sequence DRB1_0401. The binding affinity (normalized) is 0. (8) The peptide sequence is AAATAGTTVCGAFAA. The MHC is HLA-DPA10103-DPB10601 with pseudo-sequence HLA-DPA10103-DPB10601. The binding affinity (normalized) is 0.144.